This data is from Full USPTO retrosynthesis dataset with 1.9M reactions from patents (1976-2016). The task is: Predict the reactants needed to synthesize the given product. (1) Given the product [OH:24][CH2:19][C:16]1([C:6]2[C:7]([O:12][CH2:13][O:14][CH3:15])=[CH:8][CH:9]=[C:10]([CH3:11])[C:5]=2[OH:4])[CH2:17][CH2:18]1, predict the reactants needed to synthesize it. The reactants are: COC[O:4][C:5]1[C:10]([CH3:11])=[CH:9][CH:8]=[C:7]([O:12][CH2:13][O:14][CH3:15])[C:6]=1[C:16]1([C:19]#N)[CH2:18][CH2:17]1.O.ClC[O:24]C.[H-].[Na+].[H-].[Al+3].[Li+].[H-].[H-].[H-].C1COCC1. (2) Given the product [ClH:35].[NH2:23][C@@H:13]([CH2:14][C:15]1[CH:16]=[C:17]([F:22])[CH:18]=[C:19]([F:21])[CH:20]=1)[C@H:12]([OH:31])[CH2:11][NH:10][CH2:3][C:2]1[CH:7]=[C:6]2[C:40]([CH:39]=[CH:38][NH:37]2)=[CH:5][CH:1]=1, predict the reactants needed to synthesize it. The reactants are: [CH2:1]1[CH2:5]O[CH2:3][CH2:2]1.[C:6](O)(=O)[CH3:7].[NH2:10][CH2:11][C@@H:12]([OH:31])[C@@H:13]([NH:23]C(=O)OC(C)(C)C)[CH2:14][C:15]1[CH:20]=[C:19]([F:21])[CH:18]=[C:17]([F:22])[CH:16]=1.[Cu]C#N.[ClH:35].C[N:37]1C[CH2:40][CH2:39][C:38]1=O.